This data is from Reaction yield outcomes from USPTO patents with 853,638 reactions. The task is: Predict the reaction yield, written as a fraction of the theoretical maximum amount of product (1.0 means a 100% yield; for example, 0.34 means a 34% yield). (1) The reactants are [Cl:1][C:2]1[N:3]=[C:4]([CH2:29][OH:30])[NH:5][C:6]=1[C:7]([NH:9][CH2:10][C:11]1[CH:16]=[CH:15][C:14]([Cl:17])=[C:13]([O:18][C:19]2[CH:24]=[C:23]([C:25]#[N:26])[CH:22]=[C:21]([Cl:27])[CH:20]=2)[C:12]=1[F:28])=[O:8]. The catalyst is C(Cl)Cl.O1CCOCC1.O=[Mn]=O. The product is [Cl:1][C:2]1[N:3]=[C:4]([CH:29]=[O:30])[NH:5][C:6]=1[C:7]([NH:9][CH2:10][C:11]1[CH:16]=[CH:15][C:14]([Cl:17])=[C:13]([O:18][C:19]2[CH:24]=[C:23]([C:25]#[N:26])[CH:22]=[C:21]([Cl:27])[CH:20]=2)[C:12]=1[F:28])=[O:8]. The yield is 0.300. (2) The reactants are [CH3:1][C:2]([C:7]1[CH:12]=[CH:11][CH:10]=[CH:9][CH:8]=1)([CH3:6])[C:3](O)=[O:4].CSC.B.CO.O. The catalyst is C1COCC1. The product is [CH3:6][C:2]([C:7]1[CH:12]=[CH:11][CH:10]=[CH:9][CH:8]=1)([CH3:1])[CH2:3][OH:4]. The yield is 0.770. (3) The reactants are [C:1]([C:5]1[NH:6][C:7]2[C:12]([CH:13]=1)=[CH:11][C:10]([N+:14]([O-])=O)=[CH:9][C:8]=2[C:17]#[N:18])([CH3:4])([CH3:3])[CH3:2].[BH4-].[Na+]. The catalyst is CO. The product is [NH2:14][C:10]1[CH:11]=[C:12]2[C:7](=[C:8]([C:17]#[N:18])[CH:9]=1)[NH:6][C:5]([C:1]([CH3:4])([CH3:3])[CH3:2])=[CH:13]2. The yield is 0.320. (4) The reactants are O[CH2:2][CH2:3][CH2:4][C:5]1[CH:6]=[C:7]2[C:12](=[CH:13][CH:14]=1)[N:11]=[C:10]([CH2:15][CH:16]([CH3:18])[CH3:17])[C:9]([CH2:19][NH:20][C:21](=[O:27])[O:22][C:23]([CH3:26])([CH3:25])[CH3:24])=[C:8]2[C:28]1[CH:33]=[CH:32][C:31]([CH3:34])=[CH:30][CH:29]=1.C(N(CC)CC)C.CS(Cl)(=O)=O.C(=O)([O-])O.[Na+].[C-:52]#[N:53].[K+]. The catalyst is O1CCCC1.C(OCC)(=O)C. The product is [C:52]([CH2:2][CH2:3][CH2:4][C:5]1[CH:6]=[C:7]2[C:12](=[CH:13][CH:14]=1)[N:11]=[C:10]([CH2:15][CH:16]([CH3:18])[CH3:17])[C:9]([CH2:19][NH:20][C:21](=[O:27])[O:22][C:23]([CH3:25])([CH3:26])[CH3:24])=[C:8]2[C:28]1[CH:29]=[CH:30][C:31]([CH3:34])=[CH:32][CH:33]=1)#[N:53]. The yield is 0.890. (5) The reactants are [F:1][C:2]1[CH:3]=[C:4]([C@@H:9]2[CH2:13][N:12]([CH2:14][CH2:15][O:16][CH3:17])[CH2:11][C@H:10]2[NH:18][C:19]([NH:21][C:22]2[N:26]([C:27]3[CH:32]=[CH:31][CH:30]=[CH:29][CH:28]=3)[N:25]=[C:24]([O:33][CH2:34][CH2:35][N:36]3C(=O)C4C(=CC=CC=4)C3=O)[C:23]=2[CH3:47])=[O:20])[CH:5]=[CH:6][C:7]=1[F:8].CO.O.NN. The catalyst is C1COCC1. The product is [NH2:36][CH2:35][CH2:34][O:33][C:24]1[C:23]([CH3:47])=[C:22]([NH:21][C:19]([NH:18][C@H:10]2[C@H:9]([C:4]3[CH:5]=[CH:6][C:7]([F:8])=[C:2]([F:1])[CH:3]=3)[CH2:13][N:12]([CH2:14][CH2:15][O:16][CH3:17])[CH2:11]2)=[O:20])[N:26]([C:27]2[CH:28]=[CH:29][CH:30]=[CH:31][CH:32]=2)[N:25]=1. The yield is 0.780. (6) The reactants are [OH:1][C:2]1[CH:7]=[CH:6][C:5]([N:8]2[C:13](=[O:14])[C:12]([CH2:15][C:16]3[CH:21]=[CH:20][C:19]([C:22]4[C:23]([C:28]#[N:29])=[CH:24][CH:25]=[CH:26][CH:27]=4)=[CH:18][CH:17]=3)=[C:11]([CH2:30][CH2:31][CH3:32])[N:10]=[C:9]2[CH3:33])=[CH:4][CH:3]=1.[CH3:34][C:35]1([OH:42])[CH2:40][CH2:39][CH:38](O)[CH2:37][CH2:36]1.C1(P(C2C=CC=CC=2)C2C=CC=CC=2)C=CC=CC=1.[N:63]([C:64]([O:66]C(C)C)=[O:65])=[N:63][C:64]([O:66]C(C)C)=[O:65]. The catalyst is O1CCCC1.O.C(OCC)(=O)C. The product is [OH:42][C:35]1([CH3:34])[CH2:40][CH2:39][CH:38]([O:1][C:2]2[CH:3]=[CH:4][C:5]([N:8]3[C:13](=[O:14])[C:12]([CH2:15][C:16]4[CH:21]=[CH:20][C:19]([C:22]5[CH:27]=[CH:26][CH:25]=[CH:24][C:23]=5[C:28]5[NH:63][C:64](=[O:65])[O:66][N:29]=5)=[CH:18][CH:17]=4)=[C:11]([CH2:30][CH2:31][CH3:32])[N:10]=[C:9]3[CH3:33])=[CH:6][CH:7]=2)[CH2:37][CH2:36]1. The yield is 0.170. (7) The reactants are C([O:3][C:4]([C:6]1[CH:10]=[CH:9][N:8]([C:11]2[CH:16]=[CH:15][C:14]([O:17][C:18]3[CH:23]=[CH:22][CH:21]=[CH:20][CH:19]=3)=[CH:13][CH:12]=2)[N:7]=1)=O)C.[NH3:24]. The catalyst is CO. The product is [O:17]([C:14]1[CH:15]=[CH:16][C:11]([N:8]2[CH:9]=[CH:10][C:6]([C:4]([NH2:24])=[O:3])=[N:7]2)=[CH:12][CH:13]=1)[C:18]1[CH:23]=[CH:22][CH:21]=[CH:20][CH:19]=1. The yield is 0.520. (8) The reactants are [CH2:1]([C:3]([C:21]1[CH:31]=[CH:30][C:24]([O:25][CH2:26][C:27](O)=[O:28])=[C:23]([CH3:32])[CH:22]=1)([C:6]1[CH:11]=[CH:10][C:9]([CH:12]=[CH:13][C:14]([CH2:18][CH3:19])([OH:17])[CH2:15][CH3:16])=[C:8]([CH3:20])[CH:7]=1)[CH2:4][CH3:5])[CH3:2].C(N(C(C)C)CC)(C)C.[CH:42]1[C:54]2[CH:53]([CH2:55][O:56][C:57](=[O:62])[NH:58][CH2:59][CH2:60][NH2:61])[C:52]3[C:47](=[CH:48][CH:49]=[CH:50][CH:51]=3)[C:46]=2[CH:45]=[CH:44][CH:43]=1.CCN=C=NCCCN(C)C.Cl.C1C=C2N=NN(O)C2=CC=1.O. The catalyst is C(Cl)Cl.O. The product is [CH:51]1[C:52]2[CH:53]([CH2:55][O:56][C:57](=[O:62])[NH:58][CH2:59][CH2:60][NH:61][C:27](=[O:28])[CH2:26][O:25][C:24]3[CH:30]=[CH:31][C:21]([C:3]([CH2:1][CH3:2])([C:6]4[CH:11]=[CH:10][C:9](/[CH:12]=[CH:13]/[C:14]([CH2:18][CH3:19])([OH:17])[CH2:15][CH3:16])=[C:8]([CH3:20])[CH:7]=4)[CH2:4][CH3:5])=[CH:22][C:23]=3[CH3:32])[C:54]3[C:46](=[CH:45][CH:44]=[CH:43][CH:42]=3)[C:47]=2[CH:48]=[CH:49][CH:50]=1. The yield is 0.770.